From a dataset of Reaction yield outcomes from USPTO patents with 853,638 reactions. Predict the reaction yield, written as a fraction of the theoretical maximum amount of product (1.0 means a 100% yield; for example, 0.34 means a 34% yield). (1) The reactants are [CH:1]1([NH:6][CH2:7][CH2:8][C:9]([O:11][CH3:12])=[O:10])[CH2:5][CH2:4][CH2:3][CH2:2]1.[C:13](=O)([O-])[O-].[K+].[K+].Cl[C:20]1[N:25]=[C:24](Cl)[C:23]([N+:27]([O-:29])=[O:28])=[CH:22][N:21]=1. The catalyst is CC(C)=O. The product is [CH:1]1([N:6]([CH2:7][CH2:8][C:9]([O:11][CH3:12])=[O:10])[C:22]2[C:23]([N+:27]([O-:29])=[O:28])=[CH:24][N:25]=[C:20]([CH3:13])[N:21]=2)[CH2:2][CH2:3][CH2:4][CH2:5]1. The yield is 0.650. (2) The reactants are [CH2:1]([CH:3]([CH2:19][CH3:20])[CH:4]([NH2:18])[C:5]1[N:9]([C:10]2[CH:15]=[CH:14][C:13]([O:16][CH3:17])=[CH:12][CH:11]=2)[N:8]=[CH:7][CH:6]=1)[CH3:2].C(N(CC)CC)C.[Cl:28][C:29]1[S:33][C:32]([S:34](Cl)(=[O:36])=[O:35])=[CH:31][CH:30]=1. The catalyst is C(Cl)Cl. The product is [Cl:28][C:29]1[S:33][C:32]([S:34]([NH:18][CH:4]([C:5]2[N:9]([C:10]3[CH:11]=[CH:12][C:13]([O:16][CH3:17])=[CH:14][CH:15]=3)[N:8]=[CH:7][CH:6]=2)[CH:3]([CH2:1][CH3:2])[CH2:19][CH3:20])(=[O:36])=[O:35])=[CH:31][CH:30]=1. The yield is 0.540.